Dataset: Reaction yield outcomes from USPTO patents with 853,638 reactions. Task: Predict the reaction yield, written as a fraction of the theoretical maximum amount of product (1.0 means a 100% yield; for example, 0.34 means a 34% yield). (1) The reactants are Br[C:2]1[CH:23]=[CH:22][C:5]([C:6]([NH:8][S:9]([C:12]2[CH:17]=[CH:16][CH:15]=[CH:14][C:13]=2[S:18](=[O:21])(=[O:20])[NH2:19])(=[O:11])=[O:10])=[O:7])=[CH:4][C:3]=1[F:24].[O:25]1[C:29]2[CH:30]=[CH:31][CH:32]=[CH:33][C:28]=2[CH:27]=[C:26]1B(O)O.C(=O)([O-])[O-].[Na+].[Na+]. The catalyst is C1C=CC(P(C2C=CC=CC=2)[C-]2C=CC=C2)=CC=1.C1C=CC(P(C2C=CC=CC=2)[C-]2C=CC=C2)=CC=1.Cl[Pd]Cl.[Fe+2].CN(C)C=O. The product is [O:25]1[C:29]2[CH:30]=[CH:31][CH:32]=[CH:33][C:28]=2[CH:27]=[C:26]1[C:2]1[CH:23]=[CH:22][C:5]([C:6]([NH:8][S:9]([C:12]2[CH:17]=[CH:16][CH:15]=[CH:14][C:13]=2[S:18](=[O:21])(=[O:20])[NH2:19])(=[O:11])=[O:10])=[O:7])=[CH:4][C:3]=1[F:24]. The yield is 0.310. (2) The reactants are [CH2:1]([N:8]1[CH2:13][CH2:12][N:11]([C:14]2[CH:15]=[CH:16][C:17]([OH:22])=[C:18]([CH:21]=2)[CH:19]=[O:20])[CH2:10][CH2:9]1)[C:2]1[CH:7]=[CH:6][CH:5]=[CH:4][CH:3]=1.C(=O)([O-])[O-].[K+].[K+].Br[CH2:30][C:31]([O:33][CH2:34][CH3:35])=[O:32].O. The catalyst is CN1C(=O)CCC1.C(OCC)(=O)C. The product is [CH2:1]([N:8]1[CH2:9][CH2:10][N:11]([C:14]2[CH:15]=[CH:16][C:17]([O:22][CH2:30][C:31]([O:33][CH2:34][CH3:35])=[O:32])=[C:18]([CH:19]=[O:20])[CH:21]=2)[CH2:12][CH2:13]1)[C:2]1[CH:3]=[CH:4][CH:5]=[CH:6][CH:7]=1. The yield is 0.700. (3) The catalyst is C1COCC1. The product is [CH3:7][C@@H:8]([N:15]1[CH2:21][CH:20]([OH:22])[C:17]2([CH2:18][CH2:19]2)[CH2:16]1)[C:9]1[CH:10]=[CH:11][CH:12]=[CH:13][CH:14]=1. The yield is 0.850. The reactants are [H-].[H-].[H-].[H-].[Li+].[Al+3].[CH3:7][C@@H:8]([N:15]1[CH2:21][C:20](=[O:22])[C:17]2([CH2:19][CH2:18]2)[C:16]1=O)[C:9]1[CH:14]=[CH:13][CH:12]=[CH:11][CH:10]=1.C(OCC)(=O)C.O.